This data is from Forward reaction prediction with 1.9M reactions from USPTO patents (1976-2016). The task is: Predict the product of the given reaction. (1) Given the reactants [CH2:1]([O:4][C:5]1[CH:6]=[C:7]2[C:11](=[CH:12][CH:13]=1)[N:10]([Si:14]([CH:21]([CH3:23])[CH3:22])([CH:18]([CH3:20])[CH3:19])[CH:15]([CH3:17])[CH3:16])[CH:9]=[C:8]2[CH2:24][CH2:25][N:26]1C(=O)C2C(=CC=CC=2)C1=O)[CH2:2][CH3:3], predict the reaction product. The product is: [CH2:1]([O:4][C:5]1[CH:6]=[C:7]2[C:11]([N:10]([Si:14]([CH:21]([CH3:22])[CH3:23])([CH:18]([CH3:20])[CH3:19])[CH:15]([CH3:16])[CH3:17])[CH:9]=[C:8]2[CH2:24][CH2:25][NH2:26])=[CH:12][CH:13]=1)[CH2:2][CH3:3]. (2) Given the reactants [CH2:1]([O:3][C:4](=[O:34])[CH:5]=[CH:6][C:7]1[C:12]([O:13][CH2:14][C:15]([N:17]2[CH2:22][C@H:21]([CH3:23])[N:20]([CH2:24][C:25]3[CH:30]=[CH:29][C:28]([F:31])=[CH:27][CH:26]=3)[CH2:19][C@H:18]2[CH3:32])=[O:16])=[CH:11][CH:10]=[C:9]([CH3:33])[N:8]=1)[CH3:2], predict the reaction product. The product is: [CH2:1]([O:3][C:4](=[O:34])[CH2:5][CH2:6][C:7]1[C:12]([O:13][CH2:14][C:15]([N:17]2[CH2:22][C@H:21]([CH3:23])[N:20]([CH2:24][C:25]3[CH:30]=[CH:29][C:28]([F:31])=[CH:27][CH:26]=3)[CH2:19][C@H:18]2[CH3:32])=[O:16])=[CH:11][CH:10]=[C:9]([CH3:33])[N:8]=1)[CH3:2]. (3) The product is: [OH:1][CH2:2][CH2:3][CH2:4][CH2:5][CH2:6][O:7][C:8]1[CH:13]=[CH:12][N:11]=[C:10]([CH2:14][OH:15])[C:9]=1[CH3:19]. Given the reactants [OH:1][CH2:2][CH2:3][CH2:4][CH2:5][CH2:6][O:7][C:8]1[CH:13]=[CH:12][N:11]=[C:10]([CH2:14][O:15]C(=O)C)[C:9]=1[CH3:19].[OH-].[Na+], predict the reaction product. (4) Given the reactants [O:1]1[C:7]2[CH:8]=[CH:9][CH:10]=[CH:11][C:6]=2[CH2:5][NH:4][CH2:3][CH2:2]1.[S:12](Cl)([Cl:15])(=[O:14])=[O:13].C(N(C(C)C)C(C)C)C.COC1C=C2C(CCN(S(Cl)(=O)=O)C2)=CC=1, predict the reaction product. The product is: [O:1]1[C:7]2[CH:8]=[CH:9][CH:10]=[CH:11][C:6]=2[CH2:5][N:4]([S:12]([Cl:15])(=[O:14])=[O:13])[CH2:3][CH2:2]1.